Dataset: Forward reaction prediction with 1.9M reactions from USPTO patents (1976-2016). Task: Predict the product of the given reaction. Given the reactants [CH3:1][O:2][C:3]1[CH:8]=[CH:7][NH:6][C:5](=[O:9])[C:4]=1[C:10]#[N:11].C1(P(C2C=CC=CC=2)C2C=CC=CC=2)C=CC=CC=1.[CH:31]1([CH:34]([CH:36]2[CH2:38][CH2:37]2)O)[CH2:33][CH2:32]1.N(C(OCCOC)=O)=NC(OCCOC)=O, predict the reaction product. The product is: [CH:31]1([CH:34]([CH:36]2[CH2:38][CH2:37]2)[N:6]2[CH:7]=[CH:8][C:3]([O:2][CH3:1])=[C:4]([C:10]#[N:11])[C:5]2=[O:9])[CH2:33][CH2:32]1.